From a dataset of Peptide-MHC class I binding affinity with 185,985 pairs from IEDB/IMGT. Regression. Given a peptide amino acid sequence and an MHC pseudo amino acid sequence, predict their binding affinity value. This is MHC class I binding data. (1) The peptide sequence is YLEGHGFRF. The MHC is HLA-A02:02 with pseudo-sequence HLA-A02:02. The binding affinity (normalized) is 0.570. (2) The binding affinity (normalized) is 0.0847. The peptide sequence is LEFNSSLAI. The MHC is HLA-B46:01 with pseudo-sequence HLA-B46:01. (3) The peptide sequence is LRNIYETEF. The MHC is HLA-A02:16 with pseudo-sequence HLA-A02:16. The binding affinity (normalized) is 0.0847. (4) The peptide sequence is TPKIRFWHV. The MHC is HLA-B46:01 with pseudo-sequence HLA-B46:01. The binding affinity (normalized) is 0.0847. (5) The peptide sequence is MRNTIMASK. The MHC is HLA-A26:01 with pseudo-sequence HLA-A26:01. The binding affinity (normalized) is 0.0847. (6) The peptide sequence is VIPMFSAL. The MHC is HLA-A03:01 with pseudo-sequence HLA-A03:01. The binding affinity (normalized) is 0. (7) The peptide sequence is VILSVITA. The MHC is H-2-Kb with pseudo-sequence H-2-Kb. The binding affinity (normalized) is 0.253. (8) The binding affinity (normalized) is 0.0847. The MHC is HLA-B35:01 with pseudo-sequence HLA-B35:01. The peptide sequence is IEVKFHPIL. (9) The peptide sequence is AMYYRRTER. The MHC is HLA-A31:01 with pseudo-sequence HLA-A31:01. The binding affinity (normalized) is 0.751. (10) The peptide sequence is CLSPVVAGL. The MHC is HLA-A29:02 with pseudo-sequence HLA-A29:02. The binding affinity (normalized) is 0.502.